This data is from Full USPTO retrosynthesis dataset with 1.9M reactions from patents (1976-2016). The task is: Predict the reactants needed to synthesize the given product. Given the product [CH3:1][C:2]1[N:3]([CH3:20])[N:4]=[C:5]2[C:10]=1[C:9]1[CH:11]([CH2:14][CH2:15][NH:16][C:17](=[O:19])[CH3:18])[CH2:12][CH2:13][C:8]=1[CH:7]=[CH:6]2, predict the reactants needed to synthesize it. The reactants are: [CH3:1][C:2]1[N:3]([CH3:20])[N:4]=[C:5]2[C:10]=1[C:9]1[C:11](=[CH:14][CH2:15][NH:16][C:17](=[O:19])[CH3:18])[CH2:12][CH2:13][C:8]=1[CH:7]=[CH:6]2.